Task: Regression. Given a peptide amino acid sequence and an MHC pseudo amino acid sequence, predict their binding affinity value. This is MHC class I binding data.. Dataset: Peptide-MHC class I binding affinity with 185,985 pairs from IEDB/IMGT (1) The peptide sequence is IPRRIRQGL. The MHC is HLA-B15:03 with pseudo-sequence HLA-B15:03. The binding affinity (normalized) is 0.0361. (2) The peptide sequence is RVYAELAAL. The MHC is HLA-B07:02 with pseudo-sequence HLA-B07:02. The binding affinity (normalized) is 0.589. (3) The peptide sequence is ILLENLMRA. The MHC is HLA-A02:01 with pseudo-sequence HLA-A02:01. The binding affinity (normalized) is 0.727. (4) The peptide sequence is TIMAVLFVV. The MHC is HLA-A02:03 with pseudo-sequence HLA-A02:03. The binding affinity (normalized) is 0.645.